Task: Predict the product of the given reaction.. Dataset: Forward reaction prediction with 1.9M reactions from USPTO patents (1976-2016) (1) Given the reactants N.C([N:9]1[CH:17]=[N:16][C:15]2[C:10]1=[N:11][C:12]([N:26]1[C:30]([CH3:31])=[CH:29][C:28]([CH3:32])=[N:27]1)=[N:13][C:14]=2[NH:18][C:19]1[CH:24]=[CH:23][C:22](Cl)=[CH:21][CH:20]=1)C1C=CC=CC=1.C(N1C2C(=NC(N3C(C)=CC(C)=N3)=NC=2NC2C=CC(Cl)=CC=2)N=C1)C1C=CC=CC=1.[Na].[Cl-].[NH4+].Cl, predict the reaction product. The product is: [CH3:32][C:28]1[CH:29]=[C:30]([CH3:31])[N:26]([C:12]2[N:11]=[C:10]3[C:15]([N:16]=[CH:17][NH:9]3)=[C:14]([NH:18][C:19]3[CH:24]=[CH:23][CH:22]=[CH:21][CH:20]=3)[N:13]=2)[N:27]=1. (2) Given the reactants [C:1]1([CH:7]([C:26]2[CH:31]=[CH:30][CH:29]=[CH:28][CH:27]=2)[CH2:8][CH2:9][N:10]2[CH2:15][CH2:14][N:13]([C:16]3[CH:24]=[C:23]4[C:19]([CH2:20][NH:21][C:22]4=[O:25])=[CH:18][CH:17]=3)[CH2:12][CH2:11]2)[CH:6]=[CH:5][CH:4]=[CH:3][CH:2]=1.[CH:32]1(Br)[CH2:36][CH2:35][CH2:34][CH2:33]1, predict the reaction product. The product is: [CH:32]1([N:21]2[CH2:20][C:19]3[C:23](=[CH:24][C:16]([N:13]4[CH2:12][CH2:11][N:10]([CH2:9][CH2:8][CH:7]([C:1]5[CH:2]=[CH:3][CH:4]=[CH:5][CH:6]=5)[C:26]5[CH:31]=[CH:30][CH:29]=[CH:28][CH:27]=5)[CH2:15][CH2:14]4)=[CH:17][CH:18]=3)[C:22]2=[O:25])[CH2:36][CH2:35][CH2:34][CH2:33]1. (3) Given the reactants [Cl:1][C:2]1[CH:3]=[C:4]([C:9](=O)[CH2:10][C:11](=O)[C:12]([F:15])([F:14])[F:13])[CH:5]=[CH:6][C:7]=1[F:8].[NH2:18][C:19]1[C:23]([C:24]2[CH:29]=[CH:28][N:27]=[CH:26][CH:25]=2)=[CH:22][NH:21][N:20]=1, predict the reaction product. The product is: [Cl:1][C:2]1[CH:3]=[C:4]([C:9]2[CH:10]=[C:11]([C:12]([F:15])([F:14])[F:13])[N:20]3[N:21]=[CH:22][C:23]([C:24]4[CH:29]=[CH:28][N:27]=[CH:26][CH:25]=4)=[C:19]3[N:18]=2)[CH:5]=[CH:6][C:7]=1[F:8].